Dataset: Reaction yield outcomes from USPTO patents with 853,638 reactions. Task: Predict the reaction yield, written as a fraction of the theoretical maximum amount of product (1.0 means a 100% yield; for example, 0.34 means a 34% yield). (1) The reactants are O[C:2]1[CH:7]=[CH:6][C:5]([C:8]2[CH:13]=[CH:12][C:11]([C:14]([F:17])([F:16])[F:15])=[CH:10][CH:9]=2)=[CH:4][C:3]=1[CH2:18][CH2:19][C:20]([OH:22])=[O:21].FC(F)(F)C(O)=O. The catalyst is ClCCl. The product is [F:15][C:14]([F:17])([F:16])[C:11]1[CH:12]=[CH:13][C:8]([C:5]2[CH:4]=[C:3]3[C:2](=[CH:7][CH:6]=2)[O:21][C:20](=[O:22])[CH2:19][CH2:18]3)=[CH:9][CH:10]=1. The yield is 0.0500. (2) The reactants are Cl[C:2]1[N:7]=[C:6]([S:8][C:9]2[CH:14]=[CH:13][C:12]([NH:15][C:16]([CH:18]3[CH2:20][CH2:19]3)=[O:17])=[CH:11][CH:10]=2)[CH:5]=[N:4][CH:3]=1.[NH2:21][C:22]1[CH:26]=[C:25]([CH3:27])[NH:24][N:23]=1.C1(P(C2C=CC=CC=2)C2C3OC4C(=CC=CC=4P(C4C=CC=CC=4)C4C=CC=CC=4)C(C)(C)C=3C=CC=2)C=CC=CC=1.C(=O)([O-])[O-].[Na+].[Na+]. The catalyst is O1CCOCC1.[Pd].[Pd].C(=CC(C=CC1C=CC=CC=1)=O)C1C=CC=CC=1.C(=CC(C=CC1C=CC=CC=1)=O)C1C=CC=CC=1.C(=CC(C=CC1C=CC=CC=1)=O)C1C=CC=CC=1.C(OCC)(=O)C.O. The product is [CH3:27][C:25]1[CH:26]=[C:22]([NH:21][C:2]2[N:7]=[C:6]([S:8][C:9]3[CH:14]=[CH:13][C:12]([NH:15][C:16]([CH:18]4[CH2:20][CH2:19]4)=[O:17])=[CH:11][CH:10]=3)[CH:5]=[N:4][CH:3]=2)[NH:23][N:24]=1. The yield is 0.0600. (3) The reactants are [Al+3].[Cl-].[Cl-].[Cl-].[C:5]1([NH:11][C:12](=[O:17])[CH:13]=[C:14]([CH3:16])[CH3:15])[CH:10]=[CH:9][CH:8]=[CH:7][CH:6]=1. The catalyst is C1C=CC=CC=1. The product is [CH3:16][C:14]1([CH3:15])[C:10]2[C:5](=[CH:6][CH:7]=[CH:8][CH:9]=2)[NH:11][C:12](=[O:17])[CH2:13]1. The yield is 0.860. (4) The reactants are [CH3:1][O:2][C:3]1[CH:4]=[CH:5][C:6]([NH:11][C:12]2[C:13]3[N:14]([CH:27]=[CH:28][N:29]=3)[N:15]=[C:16]([C:18]3[CH:19]=[C:20]([CH:24]=[CH:25][CH:26]=3)[C:21](O)=[O:22])[CH:17]=2)=[N:7][C:8]=1[O:9][CH3:10].[NH2:30][C:31]1[CH:43]=[CH:42][C:34]([C:35]([O:37][C:38]([CH3:41])([CH3:40])[CH3:39])=[O:36])=[CH:33][CH:32]=1.CN1C=CN=C1.CCN=C=NCCCN(C)C. The catalyst is CN(C=O)C.O.C(OCC)(=O)C. The product is [CH3:1][O:2][C:3]1[CH:4]=[CH:5][C:6]([NH:11][C:12]2[C:13]3[N:14]([CH:27]=[CH:28][N:29]=3)[N:15]=[C:16]([C:18]3[CH:19]=[C:20]([CH:24]=[CH:25][CH:26]=3)[C:21]([NH:30][C:31]3[CH:43]=[CH:42][C:34]([C:35]([O:37][C:38]([CH3:39])([CH3:40])[CH3:41])=[O:36])=[CH:33][CH:32]=3)=[O:22])[CH:17]=2)=[N:7][C:8]=1[O:9][CH3:10]. The yield is 0.550. (5) The reactants are [F:1][C:2]1[CH:7]=[CH:6][C:5]([C:8]2[CH:12]=[C:11]([OH:13])[NH:10][N:9]=2)=[CH:4][CH:3]=1.C([O-])([O-])=O.[K+].[K+].CS(O[CH2:25][C:26]([F:34])([F:33])[CH2:27]OS(C)(=O)=O)(=O)=O. The catalyst is CN(C=O)C.O. The product is [F:33][C:26]1([F:34])[CH2:27][O:13][C:11]2=[CH:12][C:8]([C:5]3[CH:4]=[CH:3][C:2]([F:1])=[CH:7][CH:6]=3)=[N:9][N:10]2[CH2:25]1. The yield is 0.560. (6) The yield is 0.390. The reactants are CC1(C)C(C)(C)OB([C:9]2[CH:10]=[C:11]3[C:16](=[CH:17][CH:18]=2)[CH:15]=[C:14]([C:19]2[CH:20]=[CH:21][C:22]4[N:26]=[C:25]([C@@H:27]5[CH2:32][C@@H:31]6[C@@H:29]([CH2:30]6)[N:28]5[C:33]([O:35][C:36]([CH3:39])([CH3:38])[CH3:37])=[O:34])[NH:24][C:23]=4[CH:40]=2)[CH:13]=[CH:12]3)O1.I[C:43]1[NH:47][C:46]([C@@H:48]2[CH2:53][C@@H:52]3[C@@H:50]([CH2:51]3)[N:49]2[C:54](=[O:64])[C@@H:55]([NH:59][C:60](=[O:63])[O:61][CH3:62])[CH:56]([CH3:58])[CH3:57])=[N:45][CH:44]=1.C1(P(C2CCCCC2)C2C=CC=CC=2C2C(OC)=CC=CC=2OC)CCCCC1.C(=O)([O-])[O-].[Cs+].[Cs+]. The product is [CH3:62][O:61][C:60]([NH:59][C@@H:55]([CH:56]([CH3:58])[CH3:57])[C:54]([N:49]1[C@H:48]([C:46]2[NH:47][C:43]([C:9]3[CH:10]=[C:11]4[C:16](=[CH:17][CH:18]=3)[CH:15]=[C:14]([C:19]3[CH:20]=[CH:21][C:22]5[N:26]=[C:25]([C@@H:27]6[CH2:32][C@@H:31]7[C@@H:29]([CH2:30]7)[N:28]6[C:33]([O:35][C:36]([CH3:38])([CH3:37])[CH3:39])=[O:34])[NH:24][C:23]=5[CH:40]=3)[CH:13]=[CH:12]4)=[CH:44][N:45]=2)[CH2:53][C@@H:52]2[C@H:50]1[CH2:51]2)=[O:64])=[O:63]. The catalyst is C1COCC1.O.CCOC(C)=O.C([O-])(=O)C.[Pd+2].C([O-])(=O)C.CO.C(Cl)Cl. (7) The reactants are Br[C:2]1[C:3]([NH2:14])=[N:4][CH:5]=[C:6]([C:8]2[CH:13]=[CH:12][CH:11]=[CH:10][CH:9]=2)[N:7]=1.C(N(CC)CC)C. The catalyst is C(OCC)(=O)C.[OH-].[OH-].[Pd+2]. The product is [NH2:14][C:3]1[CH:2]=[N:7][C:6]([C:8]2[CH:13]=[CH:12][CH:11]=[CH:10][CH:9]=2)=[CH:5][N:4]=1. The yield is 0.750.